This data is from Forward reaction prediction with 1.9M reactions from USPTO patents (1976-2016). The task is: Predict the product of the given reaction. (1) Given the reactants [Cl:1][C:2]1[CH:7]=[CH:6][N:5]=[C:4]([CH2:8][CH3:9])[C:3]=1[CH2:10][S:11][C:12]1[N:17]=[C:16]([OH:18])[CH:15]=[C:14]([CH3:19])[N:13]=1.Cl.O1CCOCC1, predict the reaction product. The product is: [ClH:1].[Cl:1][C:2]1[CH:7]=[CH:6][N:5]=[C:4]([CH2:8][CH3:9])[C:3]=1[CH2:10][S:11][C:12]1[N:17]=[C:16]([OH:18])[CH:15]=[C:14]([CH3:19])[N:13]=1. (2) Given the reactants [Br:1][C:2]1[CH:7]=[CH:6][C:5]([C:8]2[C:12]3[CH:13]=[CH:14][C:15]([OH:17])=[CH:16][C:11]=3[S:10][N:9]=2)=[CH:4][CH:3]=1.[Br:18][CH2:19][CH2:20]Br, predict the reaction product. The product is: [Br:18][CH2:19][CH2:20][O:17][C:15]1[CH:14]=[CH:13][C:12]2[C:8]([C:5]3[CH:4]=[CH:3][C:2]([Br:1])=[CH:7][CH:6]=3)=[N:9][S:10][C:11]=2[CH:16]=1. (3) Given the reactants [O:1]1[CH:5]=[CH:4][N:3]=[CH:2]1.B.C1COCC1.[Li]CCCC.[CH2:17]([O:24][C:25]1[CH:26]=[C:27]2[C:32](=[CH:33][CH:34]=1)[CH2:31][CH:30]([CH:35]=[O:36])[CH2:29][CH2:28]2)[C:18]1[CH:23]=[CH:22][CH:21]=[CH:20][CH:19]=1, predict the reaction product. The product is: [CH2:17]([O:24][C:25]1[CH:26]=[C:27]2[C:32](=[CH:33][CH:34]=1)[CH2:31][CH:30]([CH:35]([C:2]1[O:1][CH:5]=[CH:4][N:3]=1)[OH:36])[CH2:29][CH2:28]2)[C:18]1[CH:19]=[CH:20][CH:21]=[CH:22][CH:23]=1. (4) Given the reactants [CH3:1][C:2]1[CH:7]=[CH:6][C:5]([S:8]([N:11]2[C:15]([C:16]3[CH:21]=[CH:20][CH:19]=[CH:18][CH:17]=3)=[CH:14][C:13]([CH:22]=O)=[N:12]2)(=[O:10])=[O:9])=[CH:4][CH:3]=1.[Cl-:24].[CH3:25][NH3+:26].[BH4-].[Na+], predict the reaction product. The product is: [ClH:24].[CH3:25][NH:26][CH2:22][C:13]1[CH:14]=[C:15]([C:16]2[CH:21]=[CH:20][CH:19]=[CH:18][CH:17]=2)[N:11]([S:8]([C:5]2[CH:4]=[CH:3][C:2]([CH3:1])=[CH:7][CH:6]=2)(=[O:9])=[O:10])[N:12]=1. (5) Given the reactants [CH2:1]([O:3][C:4](=[O:22])[CH2:5][C:6]1[CH:11]=[CH:10][C:9](OS(C(F)(F)F)(=O)=O)=[C:8]([O:20][CH3:21])[CH:7]=1)[CH3:2].[CH3:23][N:24](C)C=O, predict the reaction product. The product is: [CH2:1]([O:3][C:4](=[O:22])[CH2:5][C:6]1[CH:11]=[CH:10][C:9]([C:23]#[N:24])=[C:8]([O:20][CH3:21])[CH:7]=1)[CH3:2].